Dataset: TCR-epitope binding with 47,182 pairs between 192 epitopes and 23,139 TCRs. Task: Binary Classification. Given a T-cell receptor sequence (or CDR3 region) and an epitope sequence, predict whether binding occurs between them. (1) The TCR CDR3 sequence is CASSLTFPVTGELFF. The epitope is KLWAQCVQL. Result: 1 (the TCR binds to the epitope). (2) Result: 0 (the TCR does not bind to the epitope). The epitope is SQASSRSSSR. The TCR CDR3 sequence is CASSLSEELFF.